From a dataset of NCI-60 drug combinations with 297,098 pairs across 59 cell lines. Regression. Given two drug SMILES strings and cell line genomic features, predict the synergy score measuring deviation from expected non-interaction effect. (1) Drug 1: CC1=C2C(C(=O)C3(C(CC4C(C3C(C(C2(C)C)(CC1OC(=O)C(C(C5=CC=CC=C5)NC(=O)C6=CC=CC=C6)O)O)OC(=O)C7=CC=CC=C7)(CO4)OC(=O)C)O)C)OC(=O)C. Drug 2: C1=CN(C=N1)CC(O)(P(=O)(O)O)P(=O)(O)O. Cell line: IGROV1. Synergy scores: CSS=23.8, Synergy_ZIP=-7.02, Synergy_Bliss=-2.14, Synergy_Loewe=-11.7, Synergy_HSA=-1.67. (2) Drug 1: C1CCC(CC1)NC(=O)N(CCCl)N=O. Drug 2: CC1=C2C(C(=O)C3(C(CC4C(C3C(C(C2(C)C)(CC1OC(=O)C(C(C5=CC=CC=C5)NC(=O)OC(C)(C)C)O)O)OC(=O)C6=CC=CC=C6)(CO4)OC(=O)C)O)C)O. Cell line: HOP-62. Synergy scores: CSS=21.0, Synergy_ZIP=-9.60, Synergy_Bliss=4.42, Synergy_Loewe=-7.96, Synergy_HSA=2.20. (3) Drug 1: CNC(=O)C1=NC=CC(=C1)OC2=CC=C(C=C2)NC(=O)NC3=CC(=C(C=C3)Cl)C(F)(F)F. Drug 2: COC1=C2C(=CC3=C1OC=C3)C=CC(=O)O2. Cell line: COLO 205. Synergy scores: CSS=17.2, Synergy_ZIP=-3.97, Synergy_Bliss=3.79, Synergy_Loewe=6.26, Synergy_HSA=2.70. (4) Drug 1: C1=NC2=C(N1)C(=S)N=C(N2)N. Drug 2: CC12CCC3C(C1CCC2OP(=O)(O)O)CCC4=C3C=CC(=C4)OC(=O)N(CCCl)CCCl.[Na+]. Cell line: CAKI-1. Synergy scores: CSS=49.7, Synergy_ZIP=-0.577, Synergy_Bliss=0.771, Synergy_Loewe=-5.15, Synergy_HSA=2.32. (5) Drug 1: CCC1(CC2CC(C3=C(CCN(C2)C1)C4=CC=CC=C4N3)(C5=C(C=C6C(=C5)C78CCN9C7C(C=CC9)(C(C(C8N6C=O)(C(=O)OC)O)OC(=O)C)CC)OC)C(=O)OC)O.OS(=O)(=O)O. Drug 2: CC1C(C(CC(O1)OC2CC(CC3=C2C(=C4C(=C3O)C(=O)C5=CC=CC=C5C4=O)O)(C(=O)C)O)N)O. Cell line: SK-MEL-2. Synergy scores: CSS=60.6, Synergy_ZIP=26.8, Synergy_Bliss=28.1, Synergy_Loewe=24.5, Synergy_HSA=24.1. (6) Drug 1: CC(C)NC(=O)C1=CC=C(C=C1)CNNC.Cl. Drug 2: CC(C)CN1C=NC2=C1C3=CC=CC=C3N=C2N. Cell line: OVCAR-5. Synergy scores: CSS=-1.68, Synergy_ZIP=1.22, Synergy_Bliss=0.251, Synergy_Loewe=-1.45, Synergy_HSA=-1.64. (7) Drug 1: CCC(=C(C1=CC=CC=C1)C2=CC=C(C=C2)OCCN(C)C)C3=CC=CC=C3.C(C(=O)O)C(CC(=O)O)(C(=O)O)O. Drug 2: CN(CCCl)CCCl.Cl. Cell line: OVCAR3. Synergy scores: CSS=9.55, Synergy_ZIP=-1.42, Synergy_Bliss=-2.40, Synergy_Loewe=-9.26, Synergy_HSA=-4.40.